Dataset: Forward reaction prediction with 1.9M reactions from USPTO patents (1976-2016). Task: Predict the product of the given reaction. Given the reactants [Br:1][C:2]1[CH:3]=[C:4]([N:11]=[N:12][N:13]2[CH2:17][CH2:16][CH2:15][CH2:14]2)[CH:5]=[C:6](I)[C:7]=1[O:8][CH3:9].CC1(C)C(C)(C)OB([C:26]2[O:27][C:28]([CH3:31])=[CH:29][CH:30]=2)O1, predict the reaction product. The product is: [Br:1][C:2]1[CH:3]=[C:4](/[N:11]=[N:12]/[N:13]2[CH2:17][CH2:16][CH2:15][CH2:14]2)[CH:5]=[C:6]([C:26]2[O:27][C:28]([CH3:31])=[CH:29][CH:30]=2)[C:7]=1[O:8][CH3:9].